Dataset: Peptide-MHC class II binding affinity with 134,281 pairs from IEDB. Task: Regression. Given a peptide amino acid sequence and an MHC pseudo amino acid sequence, predict their binding affinity value. This is MHC class II binding data. (1) The binding affinity (normalized) is 0.0423. The peptide sequence is TVWAQSADFPQFKPE. The MHC is DRB3_0202 with pseudo-sequence DRB3_0202. (2) The peptide sequence is LLFCALASSCQVAFS. The MHC is HLA-DPA10103-DPB10301 with pseudo-sequence HLA-DPA10103-DPB10301. The binding affinity (normalized) is 0.0245.